Predict the reaction yield, written as a fraction of the theoretical maximum amount of product (1.0 means a 100% yield; for example, 0.34 means a 34% yield). From a dataset of Reaction yield outcomes from USPTO patents with 853,638 reactions. (1) The reactants are [F:1][C:2]1[CH:3]=[C:4]2[C:8](=[CH:9][CH:10]=1)[NH:7][CH:6]=[C:5]2[CH2:11][CH:12]1[CH2:17][CH2:16][NH:15][CH2:14][CH2:13]1.Cl[CH2:19][CH2:20][O:21][C:22]1[CH:30]=[CH:29][CH:28]=[C:27]2[C:23]=1[CH:24]=[CH:25][NH:26]2.C(=O)([O-])[O-].[K+].[K+].[I-].[K+].Cl. The catalyst is C(#N)C.C(OCC)(=O)C.CCOCC. The product is [F:1][C:2]1[CH:3]=[C:4]2[C:8](=[CH:9][CH:10]=1)[NH:7][CH:6]=[C:5]2[CH2:11][CH:12]1[CH2:17][CH2:16][N:15]([CH2:19][CH2:20][O:21][C:22]2[CH:30]=[CH:29][CH:28]=[C:27]3[C:23]=2[CH:24]=[CH:25][NH:26]3)[CH2:14][CH2:13]1. The yield is 0.620. (2) The reactants are [NH:1]1[CH:5]=[CH:4][C:3]([C:6]([O:8][CH2:9][CH3:10])=[O:7])=[CH:2]1.[Cl-].[Al+3].[Cl-].[Cl-].Br[CH:16]1[CH2:21][CH2:20][CH2:19][CH2:18][CH2:17]1. The catalyst is C(=S)=S. The product is [CH:16]1([C:5]2[NH:1][CH:2]=[C:3]([C:6]([O:8][CH2:9][CH3:10])=[O:7])[CH:4]=2)[CH2:21][CH2:20][CH2:19][CH2:18][CH2:17]1. The yield is 0.160. (3) The product is [CH3:1][O:2][C:3]1[CH:4]=[C:5]2[C:10](=[CH:11][C:12]=1[O:13][CH3:14])[N:9]=[CH:8][N:7]=[C:6]2[O:15][C:16]1[CH:22]=[CH:21][C:19]([NH:20][C:38](=[O:40])[O:56][CH:54]([C:53]2[CH:57]=[CH:58][C:50]([F:49])=[CH:51][CH:52]=2)[CH3:55])=[CH:18][CH:17]=1. The catalyst is C(Cl)Cl. The yield is 0.470. The reactants are [CH3:1][O:2][C:3]1[CH:4]=[C:5]2[C:10](=[CH:11][C:12]=1[O:13][CH3:14])[N:9]=[CH:8][N:7]=[C:6]2[O:15][C:16]1[CH:22]=[CH:21][C:19]([NH2:20])=[CH:18][CH:17]=1.C1(C)C=CC=CC=1.C(N(CC)CC)C.Cl[C:38](Cl)([O:40]C(=O)OC(Cl)(Cl)Cl)Cl.[F:49][C:50]1[CH:58]=[CH:57][C:53]([CH:54]([OH:56])[CH3:55])=[CH:52][CH:51]=1. (4) The reactants are C(O[K])(C)(C)C.[C:7]([O:11][C:12]([N:14]1[CH2:19][CH2:18][N:17]([C:20]2[C:25]([NH2:26])=[C:24]([C:27]#[C:28][Si](C)(C)C)[N:23]=[CH:22][N:21]=2)[CH2:16][CH2:15]1)=[O:13])([CH3:10])([CH3:9])[CH3:8]. The catalyst is CN1C(=O)CCC1. The product is [C:7]([O:11][C:12]([N:14]1[CH2:19][CH2:18][N:17]([C:20]2[C:25]3[NH:26][CH:28]=[CH:27][C:24]=3[N:23]=[CH:22][N:21]=2)[CH2:16][CH2:15]1)=[O:13])([CH3:10])([CH3:9])[CH3:8]. The yield is 0.530. (5) The reactants are [CH3:1][N:2]([CH2:10][CH2:11][CH2:12][CH2:13][CH:14]([C:26]1[CH:31]=[CH:30][CH:29]=[CH:28][CH:27]=1)[O:15][C:16]1[CH:21]=[CH:20][C:19]([C:22]([F:25])([F:24])[F:23])=[CH:18][CH:17]=1)C(=O)OC(C)(C)C.C(OCC)(=O)C.Cl.C(=O)([O-])O.[Na+]. No catalyst specified. The product is [CH3:1][NH:2][CH2:10][CH2:11][CH2:12][CH2:13][CH:14]([C:26]1[CH:31]=[CH:30][CH:29]=[CH:28][CH:27]=1)[O:15][C:16]1[CH:21]=[CH:20][C:19]([C:22]([F:25])([F:24])[F:23])=[CH:18][CH:17]=1. The yield is 0.279. (6) The reactants are [CH2:1]([O:3][C:4](=[O:10])[CH2:5][NH:6][C:7](=[O:9])[CH3:8])[CH3:2].CN1C=CN=C1.[C:17](Cl)(=[O:33])[CH2:18][CH2:19][CH2:20][CH2:21][CH2:22][CH2:23][CH2:24][CH2:25][CH2:26][CH2:27][CH2:28][CH2:29][CH2:30][CH2:31][CH3:32].C(N(CC)CC)C. The catalyst is [Ti](Cl)(Cl)(Cl)Cl.O.C1(C)C=CC=CC=1. The product is [C:7]([NH:6][CH:5]([C:17](=[O:33])[CH2:18][CH2:19][CH2:20][CH2:21][CH2:22][CH2:23][CH2:24][CH2:25][CH2:26][CH2:27][CH2:28][CH2:29][CH2:30][CH2:31][CH3:32])[C:4]([O:3][CH2:1][CH3:2])=[O:10])(=[O:9])[CH3:8]. The yield is 0.660.